From a dataset of Full USPTO retrosynthesis dataset with 1.9M reactions from patents (1976-2016). Predict the reactants needed to synthesize the given product. The reactants are: CN(C)[CH:3]=[CH:4][C:5]([C:7]1[CH:12]=[CH:11][CH:10]=[CH:9][C:8]=1[OH:13])=[O:6].[Br:15]Br.O. Given the product [Br:15][C:4]1[C:5](=[O:6])[C:7]2[C:8](=[CH:9][CH:10]=[CH:11][CH:12]=2)[O:13][CH:3]=1, predict the reactants needed to synthesize it.